This data is from Forward reaction prediction with 1.9M reactions from USPTO patents (1976-2016). The task is: Predict the product of the given reaction. (1) Given the reactants [OH:1][C@@H:2]1[CH2:6][CH2:5][NH:4][CH2:3]1.F[C:8]1[CH:15]=[CH:14][C:13]([C:16]2[N:21]=[C:20]([NH:22][C:23]3[CH:28]=[CH:27][C:26]([N:29]4[CH2:34][CH2:33][N:32]([CH:35]5[CH2:38][O:37][CH2:36]5)[CH2:31][CH2:30]4)=[CH:25][CH:24]=3)[N:19]=[CH:18][N:17]=2)=[CH:12][C:9]=1[C:10]#[N:11], predict the reaction product. The product is: [OH:1][C@@H:2]1[CH2:6][CH2:5][N:4]([C:8]2[CH:15]=[CH:14][C:13]([C:16]3[N:21]=[C:20]([NH:22][C:23]4[CH:24]=[CH:25][C:26]([N:29]5[CH2:34][CH2:33][N:32]([CH:35]6[CH2:38][O:37][CH2:36]6)[CH2:31][CH2:30]5)=[CH:27][CH:28]=4)[N:19]=[CH:18][N:17]=3)=[CH:12][C:9]=2[C:10]#[N:11])[CH2:3]1. (2) The product is: [CH:2]([CH:8]([CH2:9][CH2:10][C:11]([O:13][CH2:14][CH3:15])=[O:12])[C:7]([O:17][CH2:18][CH3:19])=[O:16])=[O:4]. Given the reactants C[C:2](C)([O-:4])C.[Na+].[C:7]([O:17][CH2:18][CH3:19])(=[O:16])[CH2:8][CH2:9][CH2:10][C:11]([O:13][CH2:14][CH3:15])=[O:12].C(OCC)=O, predict the reaction product. (3) Given the reactants C(OC(=O)[NH:7][CH:8]([CH2:40][C:41]1[CH:46]=[CH:45][CH:44]=[CH:43][CH:42]=1)[CH:9]([OH:39])[CH2:10][N:11]1[CH2:16][CH2:15][CH2:14][CH:13]([C:17](=[O:38])[NH:18][CH:19]([CH2:29][CH2:30][CH2:31][C:32]2[CH:37]=[CH:36][CH:35]=[CH:34][CH:33]=2)[CH2:20][CH2:21][CH2:22][C:23]2[CH:28]=[CH:27][CH:26]=[CH:25][CH:24]=2)[CH2:12]1)(C)(C)C.FC(F)(F)C(O)=O, predict the reaction product. The product is: [C:32]1([CH2:31][CH2:30][CH2:29][CH:19]([NH:18][C:17]([CH:13]2[CH2:14][CH2:15][CH2:16][N:11]([CH2:10][CH:9]([OH:39])[CH:8]([NH2:7])[CH2:40][C:41]3[CH:46]=[CH:45][CH:44]=[CH:43][CH:42]=3)[CH2:12]2)=[O:38])[CH2:20][CH2:21][CH2:22][C:23]2[CH:28]=[CH:27][CH:26]=[CH:25][CH:24]=2)[CH:37]=[CH:36][CH:35]=[CH:34][CH:33]=1. (4) Given the reactants [Cl:1][C:2]1[CH:3]=[CH:4][C:5]2[CH:9]=[C:8]([S:10](Cl)(=[O:12])=[O:11])[S:7][C:6]=2[CH:14]=1.Cl.[CH2:16]([O:18][C:19]([N:21]1[C:29]2[C:24](=[N:25][CH:26]=[CH:27][CH:28]=2)[CH:23]=[C:22]1[CH2:30][N:31]1[CH2:35][CH2:34][C@H:33]([NH2:36])[C:32]1=[O:37])=[O:20])[CH3:17], predict the reaction product. The product is: [CH2:16]([O:18][C:19]([N:21]1[C:29]2[C:24](=[N:25][CH:26]=[CH:27][CH:28]=2)[CH:23]=[C:22]1[CH2:30][N:31]1[CH2:35][CH2:34][C@H:33]([NH:36][S:10]([C:8]2[S:7][C:6]3[CH:14]=[C:2]([Cl:1])[CH:3]=[CH:4][C:5]=3[CH:9]=2)(=[O:12])=[O:11])[C:32]1=[O:37])=[O:20])[CH3:17]. (5) Given the reactants [Cl:1][C:2]1[CH:7]=[CH:6][C:5]([C@@H:8]2[O:13][C@H:12]([CH2:14][O:15]S(C3C=CC(C)=CC=3)(=O)=O)[C@@H:11]([OH:26])[C@H:10]([OH:27])[C@H:9]2[OH:28])=[CH:4][C:3]=1[CH2:29][C:30]1[CH:35]=[CH:34][C:33]([O:36][CH2:37][CH3:38])=[CH:32][CH:31]=1.[N+:39]([C:42]1[CH:43]=[C:44](O)[CH:45]=[CH:46][CH:47]=1)([O-:41])=[O:40].C(=O)([O-])[O-].[K+].[K+], predict the reaction product. The product is: [Cl:1][C:2]1[CH:7]=[CH:6][C:5]([C@H:8]2[C@H:9]([OH:28])[C@@H:10]([OH:27])[C@H:11]([OH:26])[C@@H:12]([CH2:14][O:15][C:46]3[CH:45]=[CH:44][CH:43]=[C:42]([N+:39]([O-:41])=[O:40])[CH:47]=3)[O:13]2)=[CH:4][C:3]=1[CH2:29][C:30]1[CH:35]=[CH:34][C:33]([O:36][CH2:37][CH3:38])=[CH:32][CH:31]=1. (6) Given the reactants Cl.[NH2:2][CH:3]([C:16]1[CH:21]=[CH:20][C:19]([Br:22])=[CH:18][CH:17]=1)[C:4]([C@@H:6]1[CH2:11][CH2:10][CH2:9][CH2:8][C@H:7]1[C:12]([O:14][CH3:15])=[O:13])=[O:5].[F:23][C:24]1[CH:32]=[CH:31][C:27]([C:28](Cl)=[O:29])=[CH:26][CH:25]=1.CCN(C(C)C)C(C)C, predict the reaction product. The product is: [Br:22][C:19]1[CH:18]=[CH:17][C:16]([CH:3]([NH:2][C:28](=[O:29])[C:27]2[CH:31]=[CH:32][C:24]([F:23])=[CH:25][CH:26]=2)[C:4]([C@@H:6]2[CH2:11][CH2:10][CH2:9][CH2:8][C@H:7]2[C:12]([O:14][CH3:15])=[O:13])=[O:5])=[CH:21][CH:20]=1.